This data is from Full USPTO retrosynthesis dataset with 1.9M reactions from patents (1976-2016). The task is: Predict the reactants needed to synthesize the given product. Given the product [CH2:2]([C:6]1[CH:7]=[CH:8][C:9]([C:12]#[C:13][C:14]2[CH:34]=[CH:33][C:17]([CH2:18][N:19]([C:20]3[CH:32]=[CH:31][C:23]4[O:24][C:25]([CH3:30])([CH3:29])[O:26][C:27](=[O:28])[C:22]=4[CH:21]=3)[C:44]([C:42]3[CH:41]=[CH:40][C:39]4[O:35][CH2:36][O:37][C:38]=4[CH:43]=3)=[O:45])=[CH:16][CH:15]=2)=[CH:10][CH:11]=1)[CH2:3][CH2:4][CH3:5], predict the reactants needed to synthesize it. The reactants are: Cl.[CH2:2]([C:6]1[CH:11]=[CH:10][C:9]([C:12]#[C:13][C:14]2[CH:34]=[CH:33][C:17]([CH2:18][NH:19][C:20]3[CH:32]=[CH:31][C:23]4[O:24][C:25]([CH3:30])([CH3:29])[O:26][C:27](=[O:28])[C:22]=4[CH:21]=3)=[CH:16][CH:15]=2)=[CH:8][CH:7]=1)[CH2:3][CH2:4][CH3:5].[O:35]1[C:39]2[CH:40]=[CH:41][C:42]([C:44](Cl)=[O:45])=[CH:43][C:38]=2[O:37][CH2:36]1.